From a dataset of Forward reaction prediction with 1.9M reactions from USPTO patents (1976-2016). Predict the product of the given reaction. (1) Given the reactants [Cl-].[Al+3].[Cl-].[Cl-].[F:5][C:6]1[CH:11]=[CH:10][CH:9]=[CH:8][C:7]=1[O:12][CH3:13].[C:14](Cl)(=[O:20])[CH2:15][CH2:16][CH2:17][CH2:18][CH3:19].Cl, predict the reaction product. The product is: [F:5][C:6]1[CH:11]=[C:10]([C:14](=[O:20])[CH2:15][CH2:16][CH2:17][CH2:18][CH3:19])[CH:9]=[CH:8][C:7]=1[O:12][CH3:13]. (2) The product is: [CH3:22][C:19]([C:23]1[CH:28]=[CH:27][CH:26]=[CH:25][CH:24]=1)([CH3:18])[CH2:20][NH:21][C:8](=[O:15])[C:9]1[CH:14]=[CH:13][CH:12]=[CH:11][CH:10]=1. Given the reactants CCN(CC)CC.[C:8](Cl)(=[O:15])[C:9]1[CH:14]=[CH:13][CH:12]=[CH:11][CH:10]=1.Cl.[CH3:18][C:19]([C:23]1[CH:28]=[CH:27][CH:26]=[CH:25][CH:24]=1)([CH3:22])[CH2:20][NH2:21], predict the reaction product. (3) Given the reactants CC1(C)C(C)(C)OB([C:9]2[CH2:10][N:11]([C:14]([O:16][C:17]([CH3:20])([CH3:19])[CH3:18])=[O:15])[CH2:12][CH:13]=2)O1.[CH3:22][O:23][C:24]([C:26]1[CH:31]=[CH:30][CH:29]=[C:28](Br)[N:27]=1)=[O:25].C(=O)([O-])[O-].[K+].[K+], predict the reaction product. The product is: [CH3:22][O:23][C:24]([C:26]1[CH:31]=[CH:30][CH:29]=[C:28]([C:9]2[CH2:10][N:11]([C:14]([O:16][C:17]([CH3:18])([CH3:19])[CH3:20])=[O:15])[CH2:12][CH:13]=2)[N:27]=1)=[O:25]. (4) Given the reactants ClC1C=C(Cl)C=C(Cl)C=1C(Cl)=[O:5].C(N(CC)CC)C.[C:20]1(=[O:31])[O:30][CH2:29][CH2:28][CH2:27][CH2:26][CH2:25][CH2:24][CH2:23][CH2:22][CH2:21]1, predict the reaction product. The product is: [CH3:28][C@H:29]1[O:30][C:20](=[O:31])[CH:21]=[CH:22][CH:23]=[CH:24][C@H:25]([OH:5])[CH2:26][CH2:27]1. (5) The product is: [N:11]([N:4]1[CH2:5][CH2:6][S:1][C:2]2[CH:10]=[CH:9][CH:8]=[CH:7][C:3]1=2)=[O:12]. Given the reactants [S:1]1[CH2:6][CH2:5][NH:4][C:3]2[CH:7]=[CH:8][CH:9]=[CH:10][C:2]1=2.[N:11]([O-])=[O:12].[Na+], predict the reaction product.